This data is from Forward reaction prediction with 1.9M reactions from USPTO patents (1976-2016). The task is: Predict the product of the given reaction. (1) The product is: [NH2:1][C:2]1[S:3][C:4]2[C:9]([N:10]([CH3:18])[C@H:11]([CH2:14][CH:15]([CH3:17])[CH3:16])[CH2:12][OH:13])=[N:8][C:7]([SH:19])=[N:6][C:5]=2[N:27]=1. Given the reactants [NH2:1][C:2]1[S:3][C:4]2[C:9]([N:10]([CH3:18])[C@H:11]([CH2:14][CH:15]([CH3:17])[CH3:16])[CH2:12][OH:13])=[N:8][C:7]([S:19]CC3C=CC=CC=3)=[N:6][C:5]=2[N:27]=1.[Na].[NH4+].[Cl-], predict the reaction product. (2) Given the reactants [CH3:1][O:2][C:3]1[CH:8]=[CH:7][CH:6]=[CH:5][C:4]=1[CH:9]1[CH2:14][CH2:13][N:12]([C:15](=[O:44])[C@H:16]([NH:24][C:25]([C@@H:27]2[CH2:36][C:35]3[C:30](=[CH:31][CH:32]=[CH:33][CH:34]=3)[CH2:29][N:28]2C(OC(C)(C)C)=O)=[O:26])[CH2:17][C:18]2[CH:23]=[CH:22][CH:21]=[CH:20][CH:19]=2)[CH2:11][CH2:10]1.C(O)(C(F)(F)F)=O, predict the reaction product. The product is: [CH2:29]1[C:30]2[C:35](=[CH:34][CH:33]=[CH:32][CH:31]=2)[CH2:36][C@@H:27]([C:25]([NH:24][C@H:16]([CH2:17][C:18]2[CH:19]=[CH:20][CH:21]=[CH:22][CH:23]=2)[C:15]([N:12]2[CH2:13][CH2:14][CH:9]([C:4]3[CH:5]=[CH:6][CH:7]=[CH:8][C:3]=3[O:2][CH3:1])[CH2:10][CH2:11]2)=[O:44])=[O:26])[NH:28]1.